This data is from Reaction yield outcomes from USPTO patents with 853,638 reactions. The task is: Predict the reaction yield, written as a fraction of the theoretical maximum amount of product (1.0 means a 100% yield; for example, 0.34 means a 34% yield). The reactants are [CH3:1][O:2][C:3](=[O:24])[C:4](=[O:23])[CH2:5][C:6]1[CH:11]=[CH:10][C:9]([O:12][CH2:13][C:14]2[CH:19]=[CH:18][CH:17]=[CH:16][CH:15]=2)=[CH:8][C:7]=1[N+:20]([O-:22])=[O:21].[BH4-].[Na+].C(OCC)(=O)C. The catalyst is CO.CCCCCCC. The product is [CH3:1][O:2][C:3](=[O:24])[CH:4]([OH:23])[CH2:5][C:6]1[CH:11]=[CH:10][C:9]([O:12][CH2:13][C:14]2[CH:19]=[CH:18][CH:17]=[CH:16][CH:15]=2)=[CH:8][C:7]=1[N+:20]([O-:22])=[O:21]. The yield is 0.610.